The task is: Predict which catalyst facilitates the given reaction.. This data is from Catalyst prediction with 721,799 reactions and 888 catalyst types from USPTO. (1) Reactant: [OH:1][C:2]1[C:7]([NH:8][C:9](=[O:23])[CH:10]([C:17]2[CH:22]=[CH:21][CH:20]=[CH:19][CH:18]=2)[C:11]2[CH:16]=[CH:15][CH:14]=[CH:13][CH:12]=2)=[CH:6][N:5]=[C:4]([CH:24]=[N:25][OH:26])[N:3]=1.C1C(=O)N(Cl)C(=O)C1.[C:35]([O:39][CH2:40][CH3:41])(=[O:38])[C:36]#[CH:37].CCN(CC)CC. Product: [C:11]1([CH:10]([C:17]2[CH:18]=[CH:19][CH:20]=[CH:21][CH:22]=2)[C:9]([NH:8][C:7]2[C:2]([OH:1])=[N:3][C:4]([C:24]3[CH:37]=[C:36]([C:35]([O:39][CH2:40][CH3:41])=[O:38])[O:26][N:25]=3)=[N:5][CH:6]=2)=[O:23])[CH:16]=[CH:15][CH:14]=[CH:13][CH:12]=1. The catalyst class is: 18. (2) Reactant: C([Li])CCC.CCCCCC.Br[C:13]1[CH:14]=[C:15]([C:21]2[CH:26]=[CH:25][N:24]=[CH:23][CH:22]=2)[CH:16]=[CH:17][C:18]=1[O:19][CH3:20].C([O:29][B:30](OCC)[O:31]CC)C.[Cl-].[NH4+]. Product: [CH3:20][O:19][C:18]1[CH:17]=[CH:16][C:15]([C:21]2[CH:26]=[CH:25][N:24]=[CH:23][CH:22]=2)=[CH:14][C:13]=1[B:30]([OH:31])[OH:29]. The catalyst class is: 7.